Predict the reaction yield, written as a fraction of the theoretical maximum amount of product (1.0 means a 100% yield; for example, 0.34 means a 34% yield). From a dataset of Reaction yield outcomes from USPTO patents with 853,638 reactions. (1) The reactants are [Cl:1][C:2]1[N:3]=[N:4][C:5]([Cl:8])=[CH:6][CH:7]=1.ClC1=C(Cl)C(OC1=O)=[O:13].OO.NC(N)=O.S([O-])([O-])=O.[Na+].[Na+]. The catalyst is ClCCCl. The product is [Cl:1][C:2]1[N:3]=[N+:4]([O-:13])[C:5]([Cl:8])=[CH:6][CH:7]=1. The yield is 0.850. (2) The reactants are C(Cl)(=O)C(Cl)=O.CS(C)=O.[CH2:11]([O:18][C@@H:19]1[C@@H:24]([O:25][CH2:26][C:27]2[CH:32]=[CH:31][CH:30]=[CH:29][CH:28]=2)[C@H:23]([O:33][CH2:34][C:35]2[CH:40]=[CH:39][CH:38]=[CH:37][CH:36]=2)[C:22]([CH2:52][O:53][CH2:54][C:55]2[CH:60]=[CH:59][C:58]([O:61][CH3:62])=[CH:57][CH:56]=2)([CH2:41][O:42][CH2:43][C:44]2[CH:49]=[CH:48][C:47]([O:50][CH3:51])=[CH:46][CH:45]=2)[O:21][CH:20]1[OH:63])[C:12]1[CH:17]=[CH:16][CH:15]=[CH:14][CH:13]=1.C(N(CC)CC)C. The catalyst is ClCCl. The product is [CH2:11]([O:18][C@@H:19]1[C@@H:24]([O:25][CH2:26][C:27]2[CH:28]=[CH:29][CH:30]=[CH:31][CH:32]=2)[C@H:23]([O:33][CH2:34][C:35]2[CH:40]=[CH:39][CH:38]=[CH:37][CH:36]=2)[C:22]([CH2:52][O:53][CH2:54][C:55]2[CH:56]=[CH:57][C:58]([O:61][CH3:62])=[CH:59][CH:60]=2)([CH2:41][O:42][CH2:43][C:44]2[CH:45]=[CH:46][C:47]([O:50][CH3:51])=[CH:48][CH:49]=2)[O:21][C:20]1=[O:63])[C:12]1[CH:13]=[CH:14][CH:15]=[CH:16][CH:17]=1. The yield is 0.720. (3) The reactants are [Cl:1][C:2]1[CH:15]=[C:14]([C:16]2[O:20][N:19]=[C:18]([C:21]3[N:22]=[C:23]4[C:28]([Cl:29])=[CH:27][C:26]([C:30]([F:33])([F:32])[F:31])=[CH:25][N:24]4[CH:34]=3)[N:17]=2)[C:13]([Cl:35])=[CH:12][C:3]=1[O:4][CH2:5][CH:6]1[CH2:10][O:9]C(=O)[NH:7]1. The catalyst is C(O)C.O. The product is [NH2:7][CH:6]([CH2:5][O:4][C:3]1[CH:12]=[C:13]([Cl:35])[C:14]([C:16]2[O:20][N:19]=[C:18]([C:21]3[N:22]=[C:23]4[C:28]([Cl:29])=[CH:27][C:26]([C:30]([F:32])([F:31])[F:33])=[CH:25][N:24]4[CH:34]=3)[N:17]=2)=[CH:15][C:2]=1[Cl:1])[CH2:10][OH:9]. The yield is 0.100. (4) The reactants are [CH3:1][O:2][C:3]1[N:8]=[CH:7][C:6]([C:9]2[CH:13]=[C:12]([NH2:14])[NH:11][N:10]=2)=[CH:5][CH:4]=1.[CH:15]([C:17]1[CH:26]=[CH:25][C:20]([C:21]([O:23][CH3:24])=[O:22])=[CH:19][CH:18]=1)=O.[Sn](CCCC)(CCCC)(Cl)Cl.C1([SiH3])C=CC=CC=1. The catalyst is C1COCC1. The product is [CH3:1][O:2][C:3]1[N:8]=[CH:7][C:6]([C:9]2[CH:13]=[C:12]([NH:14][CH2:15][C:17]3[CH:26]=[CH:25][C:20]([C:21]([O:23][CH3:24])=[O:22])=[CH:19][CH:18]=3)[NH:11][N:10]=2)=[CH:5][CH:4]=1. The yield is 0.520. (5) The reactants are [C:14]1(P([C:14]2[CH:19]=[CH:18][CH:17]=[CH:16][CH:15]=2)[C:14]2[CH:19]=[CH:18][CH:17]=[CH:16][CH:15]=2)[CH:19]=[CH:18][CH:17]=[CH:16][CH:15]=1.N(C(OCC)=O)=NC(OCC)=O.[Si:32]([O:49][C@@H:50]1[CH2:66][C:65]2[C@@:53]([CH3:69])([CH:54]3[CH:62]([CH2:63][CH:64]=2)[CH:61]2[C@@:57]([CH3:68])([C@H:58](O)[CH2:59][CH2:60]2)[CH2:56][CH2:55]3)[CH2:52][CH2:51]1)([C:45]([CH3:48])([CH3:47])[CH3:46])(C1C=CC=CC=1)[C:33]1[CH:38]=[CH:37][CH:36]=[CH:35][CH:34]=1.C1(P([N:84]=[N+:85]=[N-:86])(C2C=CC=CC=2)=O)C=CC=CC=1. The catalyst is C1COCC1. The product is [N:84]([C@@H:58]1[C@:57]2([CH3:68])[CH:61]([CH:62]3[CH:54]([CH2:55][CH2:56]2)[C@:53]2([CH3:69])[C:52]([CH2:51][C@@H:50]([O:49][Si:32]([C:45]([CH3:46])([CH3:47])[CH3:48])([C:14]4[CH:15]=[CH:16][CH:17]=[CH:18][CH:19]=4)[C:33]4[CH:34]=[CH:35][CH:36]=[CH:37][CH:38]=4)[CH2:66][CH2:65]2)=[CH:64][CH2:63]3)[CH2:60][CH2:59]1)=[N+:85]=[N-:86]. The yield is 0.430. (6) The reactants are [NH2:1][CH2:2][C:3]1[C:4]([NH:20][C@H:21]([C:24]2[CH:29]=[CH:28][C:27]([F:30])=[CH:26][CH:25]=2)[CH2:22][OH:23])=[N:5][C:6]([NH:10][C:11]2[CH:15]=[C:14]([O:16][CH:17]([CH3:19])[CH3:18])[NH:13][N:12]=2)=[C:7]([F:9])[CH:8]=1.[C:31](O)(=[O:33])[CH3:32]. The catalyst is C1COCC1.C(Cl)Cl. The product is [F:9][C:7]1[CH:8]=[C:3]([CH2:2][NH:1][C:31](=[O:33])[CH3:32])[C:4]([NH:20][C@H:21]([C:24]2[CH:29]=[CH:28][C:27]([F:30])=[CH:26][CH:25]=2)[CH2:22][OH:23])=[N:5][C:6]=1[NH:10][C:11]1[CH:15]=[C:14]([O:16][CH:17]([CH3:19])[CH3:18])[NH:13][N:12]=1. The yield is 0.390. (7) The reactants are [C:1]([O:5][NH:6][C:7](=[O:33])[CH2:8][CH2:9][CH2:10][CH2:11][CH2:12][CH2:13][NH:14][C:15]([C:17]1[N:18]=[N:19][N:20]([CH2:22][C:23]([O:25]CC2C=CC=CC=2)=O)[CH:21]=1)=[O:16])([CH3:4])([CH3:3])[CH3:2].[N:34]1[C:43]2[CH:42]=[CH:41][CH:40]=[C:39]([NH2:44])[C:38]=2[N:37]=[CH:36][CH:35]=1.CCN=C=NCCCN(C)C. The catalyst is CO.C(Cl)Cl.[Pd]. The product is [C:1]([O:5][NH:6][C:7](=[O:33])[CH2:8][CH2:9][CH2:10][CH2:11][CH2:12][CH2:13][NH:14][C:15]([C:17]1[N:18]=[N:19][N:20]([CH2:22][C:23](=[O:25])[NH:44][C:39]2[CH:40]=[CH:41][CH:42]=[C:43]3[C:38]=2[N:37]=[CH:36][CH:35]=[N:34]3)[CH:21]=1)=[O:16])([CH3:2])([CH3:3])[CH3:4]. The yield is 0.450. (8) The reactants are Br[C:2]1[CH:22]=[C:21]([CH3:23])[CH:20]=[CH:19][C:3]=1[O:4][C:5]1[C:14]2[C:9](=[CH:10][C:11]([O:17][CH3:18])=[C:12]([O:15][CH3:16])[CH:13]=2)[N:8]=[CH:7][CH:6]=1.C([Li])CCC.CCCCCC.[CH:35]1([C:40](Cl)=[O:41])[CH2:39][CH2:38][CH2:37][CH2:36]1.O. The catalyst is O1CCCC1. The product is [CH:35]1([C:40]([C:2]2[CH:22]=[C:21]([CH3:23])[CH:20]=[CH:19][C:3]=2[O:4][C:5]2[C:14]3[C:9](=[CH:10][C:11]([O:17][CH3:18])=[C:12]([O:15][CH3:16])[CH:13]=3)[N:8]=[CH:7][CH:6]=2)=[O:41])[CH2:39][CH2:38][CH2:37][CH2:36]1. The yield is 0.130. (9) No catalyst specified. The product is [Cl:1][C:2]1[CH:3]=[C:4]([O:13][CH3:14])[C:5]2[O:12][C:9]([CH2:11][OH:20])([CH3:10])[CH2:8][C:6]=2[CH:7]=1. The reactants are [Cl:1][C:2]1[CH:7]=[C:6]([CH2:8][C:9]([CH3:11])=[CH2:10])[C:5]([OH:12])=[C:4]([O:13][CH3:14])[CH:3]=1.ClC1C=C(C=CC=1)C(OO)=[O:20].C(=O)([O-])[O-].[K+].[K+].ClC1C2OC(CO)CC=2C(C(F)(F)F)=CC=1. The yield is 0.740. (10) The reactants are [OH:1][C:2]1[CH:10]=[C:9]2[C:5]([CH:6]=[C:7]([C:11]([OH:13])=O)[NH:8]2)=[CH:4][CH:3]=1.C(N(CC)CC)C.[CH2:21]([CH:28]1[CH2:33][CH2:32][NH:31][CH2:30][CH2:29]1)[C:22]1[CH:27]=[CH:26][CH:25]=[CH:24][CH:23]=1.CN(C(ON1N=NC2C=CC=CC1=2)=[N+](C)C)C.F[P-](F)(F)(F)(F)F. The catalyst is CN(C)C=O. The product is [CH2:21]([CH:28]1[CH2:33][CH2:32][N:31]([C:11]([C:7]2[NH:8][C:9]3[C:5]([CH:6]=2)=[CH:4][CH:3]=[C:2]([OH:1])[CH:10]=3)=[O:13])[CH2:30][CH2:29]1)[C:22]1[CH:27]=[CH:26][CH:25]=[CH:24][CH:23]=1. The yield is 0.710.